Dataset: Forward reaction prediction with 1.9M reactions from USPTO patents (1976-2016). Task: Predict the product of the given reaction. (1) Given the reactants [N:1]1[CH:6]=[CH:5][CH:4]=[CH:3][C:2]=1[C:7]1[C:8]([CH:17]([NH:19]C(=O)OC(C)(C)C)[CH3:18])=[N:9][C:10]2[C:15]([CH:16]=1)=[CH:14][N:13]=[CH:12][CH:11]=2.C(O)(C(F)(F)F)=O, predict the reaction product. The product is: [N:1]1[CH:6]=[CH:5][CH:4]=[CH:3][C:2]=1[C:7]1[C:8]([CH:17]([NH2:19])[CH3:18])=[N:9][C:10]2[C:15]([CH:16]=1)=[CH:14][N:13]=[CH:12][CH:11]=2. (2) Given the reactants C([N:8]1[CH2:13][CH2:12][N:11]([C:14]2[N:24]=[CH:23][CH:22]=[CH:21][C:15]=2[C:16]([O:18][CH2:19][CH3:20])=[O:17])[CH2:10][CH2:9]1)C1C=CC=CC=1.C([O-])=O.[NH4+], predict the reaction product. The product is: [N:11]1([C:14]2[N:24]=[CH:23][CH:22]=[CH:21][C:15]=2[C:16]([O:18][CH2:19][CH3:20])=[O:17])[CH2:12][CH2:13][NH:8][CH2:9][CH2:10]1. (3) Given the reactants Cl[C:2]1[N:11]=[CH:10][C:9]2[N:8]([CH3:12])[C:7](=[O:13])[CH2:6][N:5]([CH:14]([CH3:16])[CH3:15])[C:4]=2[N:3]=1.[NH2:17][C:18]1[CH:19]=[C:20]([CH:24]=[C:25]([C:27]([F:30])([F:29])[F:28])[CH:26]=1)[C:21]([OH:23])=[O:22].Cl, predict the reaction product. The product is: [CH:14]([N:5]1[C:4]2[N:3]=[C:2]([NH:17][C:18]3[CH:19]=[C:20]([CH:24]=[C:25]([C:27]([F:28])([F:29])[F:30])[CH:26]=3)[C:21]([OH:23])=[O:22])[N:11]=[CH:10][C:9]=2[N:8]([CH3:12])[C:7](=[O:13])[CH2:6]1)([CH3:16])[CH3:15]. (4) Given the reactants [N+:1]([C:4]1[CH:12]=[CH:11][C:7]([C:8](Cl)=[O:9])=[CH:6][CH:5]=1)([O-:3])=[O:2].[CH2:13]([NH:15][CH2:16][CH3:17])[CH3:14].[OH-].[Na+], predict the reaction product. The product is: [CH2:13]([N:15]([CH2:16][CH3:17])[C:8](=[O:9])[C:7]1[CH:11]=[CH:12][C:4]([N+:1]([O-:3])=[O:2])=[CH:5][CH:6]=1)[CH3:14]. (5) Given the reactants C(OC(=O)[NH:7][C@H:8]([CH2:24][C:25]1[CH:30]=[CH:29][CH:28]=[CH:27][C:26]=1[F:31])[CH2:9][C:10](=[O:23])[NH:11][C:12]1[C:13](=[O:22])[NH:14][C:15]2[C:20]([CH:21]=1)=[CH:19][CH:18]=[CH:17][CH:16]=2)(C)(C)C.[ClH:33], predict the reaction product. The product is: [ClH:33].[NH2:7][C@H:8]([CH2:24][C:25]1[CH:30]=[CH:29][CH:28]=[CH:27][C:26]=1[F:31])[CH2:9][C:10]([NH:11][C:12]1[C:13](=[O:22])[NH:14][C:15]2[C:20]([CH:21]=1)=[CH:19][CH:18]=[CH:17][CH:16]=2)=[O:23]. (6) The product is: [NH2:4][C:5]1[N:10]=[C:9]([C:11]2[O:15][N:14]=[C:13]([C:16]3[CH:17]=[CH:18][C:19]([S:22]([NH:25][C:26]4[CH:27]=[C:28]([NH:32][C:33](=[O:39])[C:34]([CH3:37])([CH3:38])[CH2:35][F:36])[CH:29]=[CH:30][CH:31]=4)(=[O:23])=[O:24])=[CH:20][CH:21]=3)[N:12]=2)[CH:8]=[CH:7][CH:6]=1. Given the reactants C([NH:4][C:5]1[N:10]=[C:9]([C:11]2[O:15][N:14]=[C:13]([C:16]3[CH:21]=[CH:20][C:19]([S:22]([NH:25][C:26]4[CH:27]=[C:28]([NH:32][C:33](=[O:39])[C:34]([CH3:38])([CH3:37])[CH2:35][F:36])[CH:29]=[CH:30][CH:31]=4)(=[O:24])=[O:23])=[CH:18][CH:17]=3)[N:12]=2)[CH:8]=[CH:7][CH:6]=1)(=O)C.Cl, predict the reaction product. (7) Given the reactants Br[C:2]1[CH:3]=[N:4][CH:5]=[C:6]([C:8]2[CH:13]=[CH:12][CH:11]=[CH:10][CH:9]=2)[CH:7]=1.C([Mg]Cl)(C)C.[O:19]=[C:20]1[CH2:26][CH:25]2[CH2:27][CH:21]1[CH2:22][N:23]([C:28]([O:30][CH2:31][CH3:32])=[O:29])[CH2:24]2, predict the reaction product. The product is: [OH:19][C:20]1([C:2]2[CH:3]=[N:4][CH:5]=[C:6]([C:8]3[CH:13]=[CH:12][CH:11]=[CH:10][CH:9]=3)[CH:7]=2)[CH2:26][CH:25]2[CH2:27][CH:21]1[CH2:22][N:23]([C:28]([O:30][CH2:31][CH3:32])=[O:29])[CH2:24]2. (8) Given the reactants [CH2:1]([C:8]1[CH:9]=[C:10]([CH:33]=[CH:34][C:35]=1[NH:36][S:37]([C:40]1[CH:45]=[CH:44][C:43]([CH3:46])=[CH:42][CH:41]=1)(=[O:39])=[O:38])[O:11][C:12]1[CH:13]=[CH:14][C:15]([NH:22][S:23]([C:26]2[CH:31]=[CH:30][C:29]([CH3:32])=[CH:28][CH:27]=2)(=[O:25])=[O:24])=[C:16]([CH:21]=1)[C:17]([O:19]C)=[O:18])[C:2]1[CH:7]=[CH:6][CH:5]=[CH:4][CH:3]=1, predict the reaction product. The product is: [CH2:1]([C:8]1[CH:9]=[C:10]([CH:33]=[CH:34][C:35]=1[NH:36][S:37]([C:40]1[CH:41]=[CH:42][C:43]([CH3:46])=[CH:44][CH:45]=1)(=[O:39])=[O:38])[O:11][C:12]1[CH:13]=[CH:14][C:15]([NH:22][S:23]([C:26]2[CH:31]=[CH:30][C:29]([CH3:32])=[CH:28][CH:27]=2)(=[O:24])=[O:25])=[C:16]([CH:21]=1)[C:17]([OH:19])=[O:18])[C:2]1[CH:3]=[CH:4][CH:5]=[CH:6][CH:7]=1.